From a dataset of Peptide-MHC class II binding affinity with 134,281 pairs from IEDB. Regression. Given a peptide amino acid sequence and an MHC pseudo amino acid sequence, predict their binding affinity value. This is MHC class II binding data. (1) The peptide sequence is QRGVGVAQGGVFHTM. The MHC is HLA-DQA10601-DQB10402 with pseudo-sequence HLA-DQA10601-DQB10402. The binding affinity (normalized) is 0.276. (2) The peptide sequence is DPRQGLAVLRKVKRV. The MHC is HLA-DQA10201-DQB10402 with pseudo-sequence HLA-DQA10201-DQB10402. The binding affinity (normalized) is 0. (3) The peptide sequence is DEINTIFSDYIPYVF. The MHC is HLA-DPA10103-DPB10401 with pseudo-sequence HLA-DPA10103-DPB10401. The binding affinity (normalized) is 0.380. (4) The binding affinity (normalized) is 0.645. The MHC is HLA-DQA10401-DQB10402 with pseudo-sequence HLA-DQA10401-DQB10402. The peptide sequence is DDVLAILPIEDLKAL. (5) The peptide sequence is KPTAAGPKDNGGACG. The MHC is HLA-DPA10201-DPB11401 with pseudo-sequence HLA-DPA10201-DPB11401. The binding affinity (normalized) is 0.